Dataset: Reaction yield outcomes from USPTO patents with 853,638 reactions. Task: Predict the reaction yield, written as a fraction of the theoretical maximum amount of product (1.0 means a 100% yield; for example, 0.34 means a 34% yield). (1) The reactants are N[C:2]1[C:7]([N+:8]([O-:10])=[O:9])=[CH:6][CH:5]=[CH:4][C:3]=1[OH:11].N([O-])=O.[Na+].[ClH:16]. The catalyst is O1CCOCC1.O. The product is [Cl:16][C:2]1[C:7]([N+:8]([O-:10])=[O:9])=[CH:6][CH:5]=[CH:4][C:3]=1[OH:11]. The yield is 0.480. (2) The reactants are [NH:1]([C:3]1[CH:12]=[CH:11][CH:10]=[C:9]2[C:4]=1[CH:5]=[CH:6][CH:7]=[N:8]2)[NH2:2].[CH2:13]1[CH:25]2[CH:17]([CH:18]3[CH:23]([CH:24]2[C:26](O)=[O:27])[CH2:22][CH2:21][CH2:20][CH2:19]3)[CH2:16][CH2:15][CH2:14]1. No catalyst specified. The product is [N:8]1[C:9]2[C:4](=[C:3]([NH:1][NH:2][C:26]([CH:24]3[CH:23]4[CH:18]([CH2:19][CH2:20][CH2:21][CH2:22]4)[CH:17]4[CH:25]3[CH2:13][CH2:14][CH2:15][CH2:16]4)=[O:27])[CH:12]=[CH:11][CH:10]=2)[CH:5]=[CH:6][CH:7]=1. The yield is 0.100. (3) The reactants are [Cl:1][C:2]1[C:3]([OH:12])=[N:4][C:5]2[C:10]([N:11]=1)=[CH:9][CH:8]=[CH:7][CH:6]=2.N1C2C(=CC=CC=2)N=CC=1.[N+]1([O-])C2C(=CC=CC=2)[N+]([O-])=CC=1.C(Cl)(=O)C.O[C@@H:40]1[CH2:44][N:43]([C:45]([O:47][C:48]([CH3:51])([CH3:50])[CH3:49])=[O:46])[C@H:42]([C:52]([O:54][CH3:55])=[O:53])[CH2:41]1.C1C=CC(P(C2C=CC=CC=2)C2C=CC=CC=2)=CC=1.CC(OC(/N=N/C(OC(C)C)=O)=O)C. The catalyst is C1COCC1. The product is [Cl:1][C:2]1[C:3]([O:12][C@H:40]2[CH2:44][N:43]([C:45]([O:47][C:48]([CH3:51])([CH3:50])[CH3:49])=[O:46])[C@H:42]([C:52]([O:54][CH3:55])=[O:53])[CH2:41]2)=[N:4][C:5]2[C:10]([N:11]=1)=[CH:9][CH:8]=[CH:7][CH:6]=2. The yield is 0.770. (4) The reactants are C[O:2][C:3](=[O:29])[CH2:4][C:5]1[CH:10]=[CH:9][C:8]([O:11][CH2:12][CH2:13][CH2:14][O:15][N:16]=[C:17]([C:19]2[CH:24]=[CH:23][C:22]([C:25]([CH3:28])([CH3:27])[CH3:26])=[CH:21][CH:20]=2)[CH3:18])=[CH:7][CH:6]=1.[OH-].[Na+]. The catalyst is O1CCCC1.C(O)C. The product is [C:25]([C:22]1[CH:21]=[CH:20][C:19]([C:17](=[N:16][O:15][CH2:14][CH2:13][CH2:12][O:11][C:8]2[CH:7]=[CH:6][C:5]([CH2:4][C:3]([OH:29])=[O:2])=[CH:10][CH:9]=2)[CH3:18])=[CH:24][CH:23]=1)([CH3:28])([CH3:26])[CH3:27]. The yield is 0.460. (5) The reactants are Cl[C:2]1[N:7]=[CH:6][C:5]2[C:8]([N:14]3[CH2:20][C:16]4([CH2:19][O:18][CH2:17]4)[CH2:15]3)=[N:9][N:10]([CH:11]([CH3:13])[CH3:12])[C:4]=2[CH:3]=1.[NH2:21][C:22]1[CH:27]=[CH:26][N:25]=[C:24]([N:28]2[CH2:33][CH2:32][C:31]([CH3:35])([OH:34])[CH:30]([F:36])[CH2:29]2)[N:23]=1. No catalyst specified. The product is [F:36][CH:30]1[C:31]([CH3:35])([OH:34])[CH2:32][CH2:33][N:28]([C:24]2[N:23]=[C:22]([NH:21][C:2]3[N:7]=[CH:6][C:5]4[C:8]([N:14]5[CH2:20][C:16]6([CH2:19][O:18][CH2:17]6)[CH2:15]5)=[N:9][N:10]([CH:11]([CH3:13])[CH3:12])[C:4]=4[CH:3]=3)[CH:27]=[CH:26][N:25]=2)[CH2:29]1. The yield is 0.470. (6) The reactants are [Cl:1][C:2]1[N:3]([C@@H:16]2[O:22][C@H:21]([CH2:23][O:24]C(=O)C)[C@@H:19]([OH:20])[C@H:17]2[OH:18])[C:4]2[C:9]([C:10]=1[C:11](=[O:13])[CH3:12])=[CH:8][C:7]([Cl:14])=[C:6]([Cl:15])[CH:5]=2.C[O-].[Na+]. The catalyst is CO. The product is [Cl:1][C:2]1[N:3]([C@@H:16]2[O:22][C@H:21]([CH2:23][OH:24])[C@@H:19]([OH:20])[C@H:17]2[OH:18])[C:4]2[C:9]([C:10]=1[C:11](=[O:13])[CH3:12])=[CH:8][C:7]([Cl:14])=[C:6]([Cl:15])[CH:5]=2. The yield is 0.810. (7) The reactants are [NH:1]1[CH:5]=[CH:4][CH:3]=[C:2]1[C:6]1[CH:7]=[C:8]2[C:12](=[CH:13][CH:14]=1)[NH:11][C:10](=[O:15])[C:9]12[CH2:20][CH2:19][CH2:18][CH2:17][CH2:16]1.[C:21](=O)([O-])[O-].[K+].[K+].IC.O. The catalyst is CN(C=O)C.CCOC(C)=O. The product is [CH3:21][N:1]1[CH:5]=[CH:4][CH:3]=[C:2]1[C:6]1[CH:7]=[C:8]2[C:12](=[CH:13][CH:14]=1)[NH:11][C:10](=[O:15])[C:9]12[CH2:20][CH2:19][CH2:18][CH2:17][CH2:16]1. The yield is 0.760. (8) The reactants are C([BH3-])#N.[Na+].[F:5][C:6]1[CH:14]=[C:13]2[C:9]([CH:10]=[CH:11][NH:12]2)=[CH:8][CH:7]=1.[OH-].[Na+]. The catalyst is C(O)(=O)C. The product is [F:5][C:6]1[CH:14]=[C:13]2[C:9]([CH2:10][CH2:11][NH:12]2)=[CH:8][CH:7]=1. The yield is 0.760. (9) The reactants are Br[C:2]1[CH:3]=[C:4]([C:14]([NH:16][CH2:17][C:18]2[C:19](=[O:26])[NH:20][C:21]([CH3:25])=[CH:22][C:23]=2[CH3:24])=[O:15])[C:5]2[CH:6]=[N:7][N:8]([CH:11]([CH3:13])[CH3:12])[C:9]=2[CH:10]=1.CC1(C)C(C)(C)OB([C:35]2[CH:44]=[CH:43][C:38]3[NH:39][C:40](=[O:42])[NH:41][C:37]=3[CH:36]=2)O1.C(=O)(O)[O-].[Na+].C(Cl)Cl.CO. The catalyst is O1CCOCC1.O.C1C=CC(P(C2C=CC=CC=2)[C-]2C=CC=C2)=CC=1.C1C=CC(P(C2C=CC=CC=2)[C-]2C=CC=C2)=CC=1.Cl[Pd]Cl.[Fe+2].C(Cl)Cl. The product is [CH3:24][C:23]1[CH:22]=[C:21]([CH3:25])[NH:20][C:19](=[O:26])[C:18]=1[CH2:17][NH:16][C:14]([C:4]1[C:5]2[CH:6]=[N:7][N:8]([CH:11]([CH3:13])[CH3:12])[C:9]=2[CH:10]=[C:2]([C:35]2[CH:44]=[CH:43][C:38]3[NH:39][C:40](=[O:42])[NH:41][C:37]=3[CH:36]=2)[CH:3]=1)=[O:15]. The yield is 0.370. (10) The reactants are [F:1][C:2]1[CH:10]=[CH:9][C:8]([CH2:11][C:12]2[C:21]3[C:16](=[CH:17][CH:18]=[CH:19][CH:20]=3)[C:15](=[O:22])[NH:14][N:13]=2)=[CH:7][C:3]=1[C:4](O)=[O:5].F[P-](F)(F)(F)(F)F.N1(OC(N(C)C)=[N+](C)C)C2C=CC=CC=2N=N1.[N:47]1[CH:48]=[C:49]([C:56]([O:58][CH2:59][CH3:60])=[O:57])[N:50]2[CH2:55][CH2:54][NH:53][CH2:52][C:51]=12.C(N(CC)C(C)C)(C)C. The yield is 0.586. The catalyst is CN(C)C=O.O. The product is [F:1][C:2]1[CH:10]=[CH:9][C:8]([CH2:11][C:12]2[C:21]3[C:16](=[CH:17][CH:18]=[CH:19][CH:20]=3)[C:15](=[O:22])[NH:14][N:13]=2)=[CH:7][C:3]=1[C:4]([N:53]1[CH2:54][CH2:55][N:50]2[C:49]([C:56]([O:58][CH2:59][CH3:60])=[O:57])=[CH:48][N:47]=[C:51]2[CH2:52]1)=[O:5].